This data is from Full USPTO retrosynthesis dataset with 1.9M reactions from patents (1976-2016). The task is: Predict the reactants needed to synthesize the given product. (1) The reactants are: [C:1]([O:5][C:6](=[O:36])[NH:7][C:8]1([C:12]2[CH:17]=[CH:16][C:15]([C:18]3[C:27](=[O:28])[C:26]4[C:21](=[CH:22]C=[C:24](F)[CH:25]=4)[O:20][C:19]=3[C:30]3[CH:35]=[CH:34][CH:33]=[CH:32][CH:31]=3)=[CH:14][CH:13]=2)[CH2:11][CH2:10][CH2:9]1)([CH3:4])([CH3:3])[CH3:2].IC1C(=O)C2C=C[N:43]3[C:56](=[O:57])[N:55]([CH2:58][O:59][CH2:60][CH2:61][Si:62]([CH3:65])([CH3:64])[CH3:63])[N:54]=C3C=2OC=1C1C=CC=CC=1. Given the product [C:1]([O:5][C:6](=[O:36])[NH:7][C:8]1([C:12]2[CH:17]=[CH:16][C:15]([C:18]3[C:27](=[O:28])[C:26]4[CH:25]=[CH:24][N:43]5[C:56](=[O:57])[N:55]([CH2:58][O:59][CH2:60][CH2:61][Si:62]([CH3:65])([CH3:64])[CH3:63])[N:54]=[C:22]5[C:21]=4[O:20][C:19]=3[C:30]3[CH:35]=[CH:34][CH:33]=[CH:32][CH:31]=3)=[CH:14][CH:13]=2)[CH2:11][CH2:10][CH2:9]1)([CH3:4])([CH3:2])[CH3:3], predict the reactants needed to synthesize it. (2) Given the product [CH2:7]([O:6][C:1](=[O:5])[C@@H:2]([O:3][Si:18]([C:15]([CH3:17])([CH3:16])[CH3:14])([CH3:20])[CH3:19])[CH3:4])[CH3:8], predict the reactants needed to synthesize it. The reactants are: [C:1]([O:6][CH2:7][CH3:8])(=[O:5])[C@H:2]([CH3:4])[OH:3].N1C=CN=C1.[CH3:14][C:15]([Si:18](Cl)([CH3:20])[CH3:19])([CH3:17])[CH3:16]. (3) Given the product [NH2:11][C:5]1[C:6]2[N:7]([N:8]=[N:9][N:10]=2)[C:2]([CH3:1])=[C:3]([CH3:23])[C:4]=1[NH:14][CH2:15][CH2:16][CH2:17][C:18]([O:20][CH2:21][CH3:22])=[O:19], predict the reactants needed to synthesize it. The reactants are: [CH3:1][C:2]1[N:7]2[N:8]=[N:9][N:10]=[C:6]2[C:5]([N+:11]([O-])=O)=[C:4]([NH:14][CH2:15][CH2:16][CH2:17][C:18]([O:20][CH2:21][CH3:22])=[O:19])[C:3]=1[CH3:23]. (4) Given the product [Br:1][C:2]1[CH:7]=[CH:6][C:5]([N:8]2[C:9](=[O:10])[C:11]3[CH:12]=[N:13][N:14]([CH3:30])[C:15]=3[N:16]=[C:17]2[CH2:18][C@@H:19]2[CH2:23][CH2:22][N:21]([C:24]([CH:26]3[CH2:28][CH2:27]3)=[O:25])[CH2:20]2)=[CH:4][CH:3]=1, predict the reactants needed to synthesize it. The reactants are: [Br:1][C:2]1[CH:7]=[CH:6][C:5]([NH:8][C:9]([C:11]2[CH:12]=[N:13][N:14]([CH3:30])[C:15]=2[NH:16][C:17](=O)[CH2:18][C@@H:19]2[CH2:23][CH2:22][N:21]([C:24]([CH:26]3[CH2:28][CH2:27]3)=[O:25])[CH2:20]2)=[O:10])=[CH:4][CH:3]=1. (5) The reactants are: [CH2:1]([CH:3]([O:6][C:7]1[CH:12]=[C:11]([CH3:13])[N:10]=[C:9]([O:14][C:15]2[C:20]([CH3:21])=[CH:19][C:18]([OH:22])=[CH:17][C:16]=2[CH3:23])[C:8]=1[CH3:24])[CH2:4][CH3:5])[CH3:2].[H-].[Na+].[CH3:27]I. Given the product [CH2:1]([CH:3]([O:6][C:7]1[CH:12]=[C:11]([CH3:13])[N:10]=[C:9]([O:14][C:15]2[C:20]([CH3:21])=[CH:19][C:18]([O:22][CH3:27])=[CH:17][C:16]=2[CH3:23])[C:8]=1[CH3:24])[CH2:4][CH3:5])[CH3:2], predict the reactants needed to synthesize it.